From a dataset of Forward reaction prediction with 1.9M reactions from USPTO patents (1976-2016). Predict the product of the given reaction. Given the reactants [C:1]1([CH2:7][C@H:8]([NH:22][C:23]([C:25]2[N:26]=[N:27][N:28]([CH2:30][CH2:31][NH:32][C:33](=[O:46])[C:34]3[CH:39]=[CH:38][C:37]([C:40]([F:43])([F:42])[F:41])=[CH:36][C:35]=3[O:44][CH3:45])[CH:29]=2)=[O:24])[B:9]2[O:17][C@H]3[C@](C)([C@H]4C[C@@H](C3)C4(C)C)[O:10]2)[CH:6]=[CH:5][CH:4]=[CH:3][CH:2]=1.C(B(O)O)C(C)C.Cl, predict the reaction product. The product is: [CH3:45][O:44][C:35]1[CH:36]=[C:37]([C:40]([F:43])([F:42])[F:41])[CH:38]=[CH:39][C:34]=1[C:33]([NH:32][CH2:31][CH2:30][N:28]1[CH:29]=[C:25]([C:23]([NH:22][C@H:8]([B:9]([OH:17])[OH:10])[CH2:7][C:1]2[CH:6]=[CH:5][CH:4]=[CH:3][CH:2]=2)=[O:24])[N:26]=[N:27]1)=[O:46].